This data is from Full USPTO retrosynthesis dataset with 1.9M reactions from patents (1976-2016). The task is: Predict the reactants needed to synthesize the given product. (1) Given the product [F:19][C:16]([F:17])([F:18])[C:13]1[N:11]2[N:12]=[C:7]([N:1]3[CH2:2][CH2:3][N:4]([CH2:30][C:25]4[CH:26]=[CH:27][CH:28]=[C:29]5[C:24]=4[N:23]=[CH:22][CH:21]=[N:20]5)[CH2:5][CH2:6]3)[CH:8]=[CH:9][C:10]2=[N:15][N:14]=1, predict the reactants needed to synthesize it. The reactants are: [N:1]1([C:7]2[CH:8]=[CH:9][C:10]3[N:11]([C:13]([C:16]([F:19])([F:18])[F:17])=[N:14][N:15]=3)[N:12]=2)[CH2:6][CH2:5][NH:4][CH2:3][CH2:2]1.[N:20]1[C:29]2[CH:28]=[CH:27][CH:26]=[C:25]([CH:30]=O)[C:24]=2[N:23]=[CH:22][CH:21]=1. (2) Given the product [CH:17]1[N:9]2[C:10]3[C:15]([N:16]=[C:7]([NH:5][NH:6][C:29]([C:21]4[NH:20][C:28]5[C:23]([CH:22]=4)=[CH:24][CH:25]=[CH:26][CH:27]=5)=[O:30])[C:8]2=[CH:19][CH:18]=1)=[CH:14][CH:13]=[CH:12][CH:11]=3, predict the reactants needed to synthesize it. The reactants are: C(Cl)CCl.[NH:5]([C:7]1[C:8]2[N:9]([CH:17]=[CH:18][CH:19]=2)[C:10]2[C:15]([N:16]=1)=[CH:14][CH:13]=[CH:12][CH:11]=2)[NH2:6].[NH:20]1[C:28]2[C:23](=[CH:24][CH:25]=[CH:26][CH:27]=2)[CH:22]=[C:21]1[C:29](O)=[O:30].C(=O)(O)[O-].[Na+]. (3) Given the product [ClH:1].[Cl:1][C:2]1[C:14]2[C:13](=[O:15])[CH2:12][C@@:11]3([CH3:16])[C@H:7]([CH2:8][NH:9][CH2:10]3)[C:6]=2[CH:5]=[CH:4][CH:3]=1, predict the reactants needed to synthesize it. The reactants are: [Cl:1][C:2]1[C:14]2[C:13](=[O:15])[CH2:12][C@@:11]3([CH3:16])[C@H:7]([CH2:8][N:9](C(OCC)=O)[CH2:10]3)[C:6]=2[CH:5]=[CH:4][CH:3]=1.I[Si](C)(C)C.Cl. (4) The reactants are: C([O:4][C:5]1[CH:10]=[CH:9][C:8]([C:11]#[N:12])=[CH:7][C:6]=1[CH3:13])(=O)C.C(=O)([O-])[O-].[K+].[K+]. Given the product [OH:4][C:5]1[CH:10]=[CH:9][C:8]([C:11]#[N:12])=[CH:7][C:6]=1[CH3:13], predict the reactants needed to synthesize it. (5) The reactants are: [I:1][C:2]1[CH:7]=[C:6]([N+:8]([O-])=O)[C:5]([N+:11]([O-])=O)=[CH:4][C:3]=1[I:14].Cl.C(N(CC(O)=O)CC(O)=O)CN(CC(O)=O)CC(O)=O.[OH-].[K+]. Given the product [NH2:8][C:6]1[CH:7]=[C:2]([I:1])[C:3]([I:14])=[CH:4][C:5]=1[NH2:11], predict the reactants needed to synthesize it.